Dataset: Catalyst prediction with 721,799 reactions and 888 catalyst types from USPTO. Task: Predict which catalyst facilitates the given reaction. (1) Reactant: [CH3:1][O:2][C:3](=[O:36])[NH:4][CH:5]([C:9]([N:11]1[CH:15]([C:16]2[NH:17][CH:18]=[C:19]([C:21]3[CH:26]=[CH:25][C:24](Br)=[CH:23][CH:22]=3)[N:20]=2)[CH2:14][N:13]([C:28](=[O:35])[C:29]2[CH:34]=[CH:33][CH:32]=[CH:31][CH:30]=2)[CH2:12]1)=[O:10])[CH:6]([CH3:8])[CH3:7].[CH3:37][O:38][C:39](=[O:72])[NH:40][CH:41]([C:45]([N:47]1[CH2:51][CH2:50][CH2:49][CH:48]1[C:52]1[NH:53][CH:54]=[C:55]([C:57]2[CH:62]=[CH:61][C:60](B3OC(C)(C)C(C)(C)O3)=[CH:59][CH:58]=2)[N:56]=1)=[O:46])[CH:42]([CH3:44])[CH3:43].C(=O)([O-])[O-].[K+].[K+].COCCOC. Product: [CH3:1][O:2][C:3](=[O:36])[NH:4][CH:5]([C:9]([N:11]1[CH:15]([C:16]2[NH:20][C:19]([C:21]3[CH:26]=[CH:25][C:24]([C:60]4[CH:61]=[CH:62][C:57]([C:55]5[NH:56][C:52]([CH:48]6[CH2:49][CH2:50][CH2:51][N:47]6[C:45](=[O:46])[CH:41]([NH:40][C:39]([O:38][CH3:37])=[O:72])[CH:42]([CH3:44])[CH3:43])=[N:53][CH:54]=5)=[CH:58][CH:59]=4)=[CH:23][CH:22]=3)=[CH:18][N:17]=2)[CH2:14][N:13]([C:28](=[O:35])[C:29]2[CH:34]=[CH:33][CH:32]=[CH:31][CH:30]=2)[CH2:12]1)=[O:10])[CH:6]([CH3:8])[CH3:7]. The catalyst class is: 103. (2) Reactant: [Cl:1][C:2]1[C:3]2[N:4]([CH:21]=[N:22][CH:23]=2)[C:5]([C:14]2[CH:19]=[CH:18][CH:17]=[C:16]([F:20])[CH:15]=2)=[C:6]([C:8](N(OC)C)=[O:9])[CH:7]=1.[CH3:24][Mg]Br.Cl.C(=O)(O)[O-].[Na+]. Product: [Cl:1][C:2]1[C:3]2[N:4]([CH:21]=[N:22][CH:23]=2)[C:5]([C:14]2[CH:19]=[CH:18][CH:17]=[C:16]([F:20])[CH:15]=2)=[C:6]([C:8](=[O:9])[CH3:24])[CH:7]=1. The catalyst class is: 30. (3) Reactant: [C:1]([O:4][C@@H:5]1[C@@H:10]([O:11][C:12](=[O:14])[CH3:13])[C@H:9]([O:15][C:16](=[O:18])[CH3:17])[C@@H:8]([CH2:19][O:20][C:21](=[O:23])[CH3:22])[O:7][C@H:6]1[O:24][C:25]1[C:29]([CH2:30][C:31]2[CH:36]=[CH:35][C:34]([OH:37])=[CH:33][CH:32]=2)=[C:28]([CH:38]([CH3:40])[CH3:39])[NH:27][N:26]=1)(=[O:3])[CH3:2].[N+](C1C=C(S(O[CH2:54][C@@H:55]2[O:57][CH2:56]2)(=O)=O)C=CC=1)([O-])=O.C(=O)([O-])[O-].[Cs+].[Cs+].O. Product: [C:1]([O:4][C@@H:5]1[C@@H:10]([O:11][C:12](=[O:14])[CH3:13])[C@H:9]([O:15][C:16](=[O:18])[CH3:17])[C@@H:8]([CH2:19][O:20][C:21](=[O:23])[CH3:22])[O:7][C@H:6]1[O:24][C:25]1[C:29]([CH2:30][C:31]2[CH:32]=[CH:33][C:34]([O:37][CH2:54][C@@H:55]3[O:57][CH2:56]3)=[CH:35][CH:36]=2)=[C:28]([CH:38]([CH3:40])[CH3:39])[NH:27][N:26]=1)(=[O:3])[CH3:2]. The catalyst class is: 9. (4) Reactant: C(OC([N:8]1[CH2:17][CH2:16][C:15]2[C:14]([O:18][C:19]3[CH:20]=[C:21]4[C:25](=[CH:26][CH:27]=3)[N:24]([C:28](=[O:42])[NH:29][C:30]3[CH:35]=[C:34]([C:36]([F:39])([F:38])[F:37])[CH:33]=[C:32]([C:40]#[N:41])[CH:31]=3)[CH:23]=[CH:22]4)=[N:13][CH:12]=[N:11][C:10]=2[CH2:9]1)=O)(C)(C)C. Product: [C:40]([C:32]1[CH:31]=[C:30]([NH:29][C:28]([N:24]2[C:25]3[C:21](=[CH:20][C:19]([O:18][C:14]4[C:15]5[CH2:16][CH2:17][NH:8][CH2:9][C:10]=5[N:11]=[CH:12][N:13]=4)=[CH:27][CH:26]=3)[CH:22]=[CH:23]2)=[O:42])[CH:35]=[C:34]([C:36]([F:38])([F:39])[F:37])[CH:33]=1)#[N:41]. The catalyst class is: 157. (5) Reactant: [C:1]1([NH:7][CH2:8][CH2:9][NH2:10])[CH:6]=[CH:5][CH:4]=[CH:3][CH:2]=1.[CH3:11][O:12][C:13]1[CH:14]=[C:15]2[C:20](=[CH:21][C:22]=1[O:23][CH3:24])[N:19]=[CH:18][CH:17]=[C:16]2[O:25][C:26]1[CH:31]=[CH:30][C:29]([NH:32][C:33](=O)[O:34]C2C=CC=CC=2)=[CH:28][C:27]=1[F:42].O.C(=O)(O)[O-].[Na+]. Product: [CH3:11][O:12][C:13]1[CH:14]=[C:15]2[C:20](=[CH:21][C:22]=1[O:23][CH3:24])[N:19]=[CH:18][CH:17]=[C:16]2[O:25][C:26]1[CH:31]=[CH:30][C:29]([NH:32][C:33]([NH:10][CH2:9][CH2:8][NH:7][C:1]2[CH:6]=[CH:5][CH:4]=[CH:3][CH:2]=2)=[O:34])=[CH:28][C:27]=1[F:42]. The catalyst class is: 49.